Dataset: Forward reaction prediction with 1.9M reactions from USPTO patents (1976-2016). Task: Predict the product of the given reaction. (1) Given the reactants F[C:2]1[N:7]=[CH:6][C:5]([C:8]2[C:9]([CH3:27])=[N:10][CH:11]=[C:12]([NH:14][C:15](=[O:26])[C:16]3[CH:21]=[CH:20][CH:19]=[C:18]([C:22]([F:25])([F:24])[F:23])[CH:17]=3)[CH:13]=2)=[CH:4][C:3]=1[N:28]1[CH2:33][CH2:32][O:31][CH2:30][CH2:29]1.[OH:34][CH:35]1[CH2:40][CH2:39][S:38](=[O:42])(=[O:41])[CH2:37][CH2:36]1.[H-].[Na+], predict the reaction product. The product is: [O:41]=[S:38]1(=[O:42])[CH2:39][CH2:40][CH:35]([O:34][C:2]2[N:7]=[CH:6][C:5]([C:8]3[C:9]([CH3:27])=[N:10][CH:11]=[C:12]([NH:14][C:15](=[O:26])[C:16]4[CH:21]=[CH:20][CH:19]=[C:18]([C:22]([F:23])([F:24])[F:25])[CH:17]=4)[CH:13]=3)=[CH:4][C:3]=2[N:28]2[CH2:29][CH2:30][O:31][CH2:32][CH2:33]2)[CH2:36][CH2:37]1. (2) Given the reactants C([O:9][C@@H:10]1[C@H:14]([O:15]C(=O)C2C=CC=CC=2)[C@@H:13]([C:24]([NH:26][CH2:27][CH3:28])=[O:25])[O:12][C@H:11]1[N:29]1[CH:37]=[N:36][C:35]2[C:30]1=[N:31][C:32]([C:50]#[N:51])=[N:33][C:34]=2[NH:38][CH2:39][C:40]1[C:49]2[C:44](=[CH:45][CH:46]=[CH:47][CH:48]=2)[CH:43]=[CH:42][CH:41]=1)(=O)C1C=CC=CC=1, predict the reaction product. The product is: [NH2:51][CH2:50][C:32]1[N:31]=[C:30]2[C:35]([N:36]=[CH:37][N:29]2[C@@H:11]2[O:12][C@H:13]([C:24]([NH:26][CH2:27][CH3:28])=[O:25])[C@@H:14]([OH:15])[C@H:10]2[OH:9])=[C:34]([NH:38][CH2:39][C:40]2[C:49]3[C:44](=[CH:45][CH:46]=[CH:47][CH:48]=3)[CH:43]=[CH:42][CH:41]=2)[N:33]=1.